Dataset: Catalyst prediction with 721,799 reactions and 888 catalyst types from USPTO. Task: Predict which catalyst facilitates the given reaction. (1) Reactant: [Cl:1][C:2]1[CH:3]=[C:4]([CH:6]=[CH:7][C:8]=1[Cl:9])[NH2:5].[C:10]([N:17]1[CH2:22][CH2:21][CH:20]([CH:23]([CH3:27])C(O)=O)[CH2:19][CH2:18]1)([O:12][C:13]([CH3:16])([CH3:15])[CH3:14])=[O:11].Cl.[C:29](O)(=[O:31])C.C(=O)([O-])O.[Na+]. Product: [C:13]([O:12][C:10]([N:17]1[CH2:18][CH2:19][CH:20]([CH2:23][CH2:27][C:29](=[O:31])[NH:5][C:4]2[CH:6]=[CH:7][C:8]([Cl:9])=[C:2]([Cl:1])[CH:3]=2)[CH2:21][CH2:22]1)=[O:11])([CH3:14])([CH3:15])[CH3:16]. The catalyst class is: 229. (2) Reactant: [Cl:1][C:2]1[CH:3]=[C:4]([CH:8]=[CH:9][C:10]=1[O:11][CH:12]([CH3:14])[CH3:13])[C:5]([OH:7])=O.O[NH:16][C:17](C1C2C=CNC=2C=CC=1)=[NH:18].C(Cl)CCl.C1C=CC2N(O)N=NC=2C=1.CCCC[N+:46]([CH2:55][CH2:56][CH2:57][CH3:58])([CH2:51][CH2:52][CH2:53][CH3:54])CCCC.[F-]. Product: [Cl:1][C:2]1[CH:3]=[C:4]([C:5]2[O:7][N:18]=[C:17]([C:54]3[CH:58]=[C:57]4[C:51](=[CH:52][CH:53]=3)[NH:46][CH:55]=[CH:56]4)[N:16]=2)[CH:8]=[CH:9][C:10]=1[O:11][CH:12]([CH3:14])[CH3:13]. The catalyst class is: 827. (3) Reactant: [F:1][C:2]1[CH:7]=[C:6]([N+:8]([O-:10])=[O:9])[CH:5]=[CH:4][C:3]=1[CH2:11][CH2:12]O.[BrH:14].S(=O)(=O)(O)O. Product: [Br:14][CH2:12][CH2:11][C:3]1[CH:4]=[CH:5][C:6]([N+:8]([O-:10])=[O:9])=[CH:7][C:2]=1[F:1]. The catalyst class is: 6. (4) Reactant: [CH3:1][C:2]1[S:6][C:5]([C:7]([OH:9])=O)=[CH:4][C:3]=1[C:10]1[CH:15]=[CH:14][CH:13]=[CH:12][CH:11]=1.[Li][CH3:17]. Product: [CH3:1][C:2]1[S:6][C:5]([C:7](=[O:9])[CH3:17])=[CH:4][C:3]=1[C:10]1[CH:15]=[CH:14][CH:13]=[CH:12][CH:11]=1. The catalyst class is: 280. (5) Reactant: [Si]([O:8][CH2:9][C@H:10]([CH3:28])[O:11][C:12]1[CH:13]=[C:14]([CH:24]=[C:25]([OH:27])[CH:26]=1)[C:15]([NH:17][C:18]1[CH:22]=[CH:21][N:20]([CH3:23])[N:19]=1)=[O:16])(C(C)(C)C)(C)C.C(=O)([O-])[O-].[K+].[K+].[Cl:35][C:36]1[CH:46]=[C:45](F)[C:44]([F:48])=[CH:43][C:37]=1[C:38]([N:40]([CH3:42])[CH3:41])=[O:39]. Product: [Cl:35][C:36]1[CH:46]=[C:45]([O:27][C:25]2[CH:24]=[C:14]([C:15]([NH:17][C:18]3[CH:22]=[CH:21][N:20]([CH3:23])[N:19]=3)=[O:16])[CH:13]=[C:12]([O:11][C@@H:10]([CH3:28])[CH2:9][OH:8])[CH:26]=2)[C:44]([F:48])=[CH:43][C:37]=1[C:38]([N:40]([CH3:42])[CH3:41])=[O:39]. The catalyst class is: 10. (6) The catalyst class is: 8. Reactant: [N:1]1[CH:6]=[CH:5][CH:4]=[CH:3][C:2]=1[C:7]1[CH:14]=[CH:13][C:10]([CH:11]=O)=[CH:9][CH:8]=1.[C:15]([O:19][C:20]([CH3:23])([CH3:22])[CH3:21])(=[O:18])[NH:16][NH2:17].O. Product: [N:1]1[CH:6]=[CH:5][CH:4]=[CH:3][C:2]=1[C:7]1[CH:14]=[CH:13][C:10](/[CH:11]=[N:17]/[NH:16][C:15]([O:19][C:20]([CH3:23])([CH3:22])[CH3:21])=[O:18])=[CH:9][CH:8]=1. (7) Reactant: [I:1][C:2]1[CH:3]=[C:4]2[C:9](=[CH:10][CH:11]=1)[N:8]([C@@H:12]1[CH2:16][CH2:15][NH:14][CH2:13]1)[CH:7]=[C:6]([C:17]([O:19][CH2:20][CH3:21])=[O:18])[C:5]2=[O:22].IC.[C:25](=O)([O-])[O-].[K+].[K+]. Product: [I:1][C:2]1[CH:3]=[C:4]2[C:9](=[CH:10][CH:11]=1)[N:8]([C@@H:12]1[CH2:16][CH2:15][N:14]([CH3:25])[CH2:13]1)[CH:7]=[C:6]([C:17]([O:19][CH2:20][CH3:21])=[O:18])[C:5]2=[O:22]. The catalyst class is: 1. (8) Reactant: [CH:1]1([N:6]2[C:10]([CH3:11])=[C:9]([S:12](Cl)(=[O:14])=[O:13])[C:8]([CH3:16])=[N:7]2)[CH2:5][CH2:4][CH2:3][CH2:2]1.Cl.[NH2:18][C@H:19]([C:21]([NH2:23])=[O:22])[CH3:20].CCN(C(C)C)C(C)C. The catalyst class is: 17. Product: [CH:1]1([N:6]2[C:10]([CH3:11])=[C:9]([S:12]([NH:18][C@H:19]([C:21]([NH2:23])=[O:22])[CH3:20])(=[O:14])=[O:13])[C:8]([CH3:16])=[N:7]2)[CH2:5][CH2:4][CH2:3][CH2:2]1. (9) Reactant: [F:1][C:2]([F:13])([F:12])[C:3]1[CH:7]=[CH:6][NH:5][C:4]=1[C:8]([O:10][CH3:11])=[O:9].[F:14][C:15]([F:29])([C:20]1[CH:24]=[CH:23][NH:22][C:21]=1[C:25]([O:27][CH3:28])=[O:26])[C:16]([F:19])([F:18])[F:17].[Cl:30][C:31]1[CH:36]=[CH:35][C:34](B(O)O)=[CH:33][CH:32]=1.N1C=CC=CC=1. Product: [Cl:30][C:31]1[CH:36]=[CH:35][C:34]([N:5]2[CH:6]=[CH:7][C:3]([C:2]([F:1])([F:12])[F:13])=[C:4]2[C:8]([O:10][CH3:11])=[O:9])=[CH:33][CH:32]=1.[Cl:30][C:31]1[CH:36]=[CH:35][C:34]([N:22]2[CH:23]=[CH:24][C:20]([C:15]([F:14])([F:29])[C:16]([F:19])([F:18])[F:17])=[C:21]2[C:25]([O:27][CH3:28])=[O:26])=[CH:33][CH:32]=1. The catalyst class is: 4. (10) Reactant: [C:1]([N:8]1[CH2:11][CH:10]([C:12](O)=[O:13])[CH2:9]1)([O:3][C:4]([CH3:7])([CH3:6])[CH3:5])=[O:2]. Product: [OH:13][CH2:12][CH:10]1[CH2:11][N:8]([C:1]([O:3][C:4]([CH3:7])([CH3:6])[CH3:5])=[O:2])[CH2:9]1. The catalyst class is: 7.